This data is from Forward reaction prediction with 1.9M reactions from USPTO patents (1976-2016). The task is: Predict the product of the given reaction. (1) Given the reactants [CH2:1]([O:3][C:4]1[CH:9]=[C:8]([CH:10]2[CH2:15][CH2:14][N:13]([CH2:16][CH2:17][S:18]([CH3:21])(=[O:20])=[O:19])[CH2:12][CH2:11]2)[CH:7]=[CH:6][C:5]=1[NH:22]C(=O)C(F)(F)F)[CH3:2].[Li+].[OH-], predict the reaction product. The product is: [CH2:1]([O:3][C:4]1[CH:9]=[C:8]([CH:10]2[CH2:15][CH2:14][N:13]([CH2:16][CH2:17][S:18]([CH3:21])(=[O:20])=[O:19])[CH2:12][CH2:11]2)[CH:7]=[CH:6][C:5]=1[NH2:22])[CH3:2]. (2) Given the reactants [Cl:1][C:2]1[CH:3]=[C:4]([NH:19][C:20]2[C:30]3[CH:29]=[C:28]([C:31](O)=[O:32])[CH2:27][CH2:26][NH:25][C:24]=3[N:23]=[CH:22][N:21]=2)[CH:5]=[CH:6][C:7]=1[O:8][C:9]1[CH:14]=[CH:13][CH:12]=[C:11]([C:15]([F:18])([F:17])[F:16])[CH:10]=1.Cl.[CH3:35][O:36][CH2:37][CH2:38][O:39][CH:40]([CH3:43])[CH2:41][NH2:42].ON1C2C=CC=CC=2N=N1.Cl.C(N=C=NCCCN(C)C)C, predict the reaction product. The product is: [Cl:1][C:2]1[CH:3]=[C:4]([NH:19][C:20]2[C:30]3[CH:29]=[C:28]([C:31]([NH:42][CH2:41][CH:40]([O:39][CH2:38][CH2:37][O:36][CH3:35])[CH3:43])=[O:32])[CH2:27][CH2:26][NH:25][C:24]=3[N:23]=[CH:22][N:21]=2)[CH:5]=[CH:6][C:7]=1[O:8][C:9]1[CH:14]=[CH:13][CH:12]=[C:11]([C:15]([F:17])([F:18])[F:16])[CH:10]=1. (3) Given the reactants [CH3:1][O:2][C:3]1[CH:4]=[C:5](B(O)O)[CH:6]=[CH:7][CH:8]=1.Br[C:13]1[CH:14]=[C:15]([CH:18]=[CH:19][N:20]=1)[CH:16]=[O:17].C([O-])([O-])=O.[K+].[K+], predict the reaction product. The product is: [CH3:1][O:2][C:3]1[CH:4]=[C:5]([C:13]2[CH:14]=[C:15]([CH:18]=[CH:19][N:20]=2)[CH:16]=[O:17])[CH:6]=[CH:7][CH:8]=1. (4) Given the reactants [CH3:1][C:2]([C@H:4]1[C@@H:8]2[C@@H:9]3[C@@:22]([CH3:25])([CH2:23][CH2:24][C@@:7]2([CH2:31][OH:32])[CH2:6][CH2:5]1)[C@@:21]1([CH3:26])[C@@H:12]([C@:13]2([CH3:30])[C@@H:18]([CH2:19][CH2:20]1)[C:17]([CH3:28])([CH3:27])[C@@H:16]([OH:29])[CH2:15][CH2:14]2)[CH2:11][CH2:10]3)=[CH2:3].C(O)C, predict the reaction product. The product is: [CH3:25][C@:22]12[C@:21]3([CH3:26])[CH2:20][CH2:19][C@H:18]4[C:17]([CH3:27])([CH3:28])[C@@H:16]([OH:29])[CH2:15][CH2:14][C@:13]4([CH3:30])[C@H:12]3[CH2:11][CH2:10][C@@H:9]1[C@@H:8]1[C@@:7]3([CH2:31][O:32][C@H:4]1[C:2]([CH3:1])([CH3:3])[CH2:5][CH2:6]3)[CH2:24][CH2:23]2.